From a dataset of Merck oncology drug combination screen with 23,052 pairs across 39 cell lines. Regression. Given two drug SMILES strings and cell line genomic features, predict the synergy score measuring deviation from expected non-interaction effect. (1) Drug 1: CN(Cc1cnc2nc(N)nc(N)c2n1)c1ccc(C(=O)NC(CCC(=O)O)C(=O)O)cc1. Drug 2: O=C(O)C1(Cc2cccc(Nc3nccs3)n2)CCC(Oc2cccc(Cl)c2F)CC1. Cell line: MDAMB436. Synergy scores: synergy=0.678. (2) Drug 1: CN(C)C(=N)N=C(N)N. Drug 2: C#Cc1cccc(Nc2ncnc3cc(OCCOC)c(OCCOC)cc23)c1. Cell line: SW837. Synergy scores: synergy=13.9. (3) Drug 1: COc1cccc2c1C(=O)c1c(O)c3c(c(O)c1C2=O)CC(O)(C(=O)CO)CC3OC1CC(N)C(O)C(C)O1. Drug 2: O=C(CCCCCCC(=O)Nc1ccccc1)NO. Cell line: MDAMB436. Synergy scores: synergy=9.61. (4) Drug 1: CS(=O)(=O)CCNCc1ccc(-c2ccc3ncnc(Nc4ccc(OCc5cccc(F)c5)c(Cl)c4)c3c2)o1. Drug 2: C#Cc1cccc(Nc2ncnc3cc(OCCOC)c(OCCOC)cc23)c1. Cell line: NCIH2122. Synergy scores: synergy=14.6. (5) Cell line: SW620. Drug 1: O=P1(N(CCCl)CCCl)NCCCO1. Synergy scores: synergy=15.9. Drug 2: Cn1c(=O)n(-c2ccc(C(C)(C)C#N)cc2)c2c3cc(-c4cnc5ccccc5c4)ccc3ncc21. (6) Drug 2: Cn1cc(-c2cnn3c(N)c(Br)c(C4CCCNC4)nc23)cn1. Synergy scores: synergy=13.8. Cell line: DLD1. Drug 1: CCC1=CC2CN(C1)Cc1c([nH]c3ccccc13)C(C(=O)OC)(c1cc3c(cc1OC)N(C)C1C(O)(C(=O)OC)C(OC(C)=O)C4(CC)C=CCN5CCC31C54)C2.